This data is from Catalyst prediction with 721,799 reactions and 888 catalyst types from USPTO. The task is: Predict which catalyst facilitates the given reaction. (1) Reactant: Br[C:2]1[CH:3]=[CH:4][C:5]([Cl:20])=[C:6]([CH:19]=1)[C:7]([NH:9][CH2:10][CH2:11][C:12]1[CH:17]=[CH:16][CH:15]=[CH:14][C:13]=1[Cl:18])=[O:8].[C:21]1(=[O:27])[NH:26][CH2:25][CH2:24][CH2:23][CH2:22]1.C(=O)([O-])[O-].[K+].[K+]. Product: [Cl:20][C:5]1[CH:4]=[CH:3][C:2]([N:26]2[CH2:25][CH2:24][CH2:23][CH2:22][C:21]2=[O:27])=[CH:19][C:6]=1[C:7]([NH:9][CH2:10][CH2:11][C:12]1[CH:17]=[CH:16][CH:15]=[CH:14][C:13]=1[Cl:18])=[O:8]. The catalyst class is: 321. (2) Reactant: [F:1][C:2]1[CH:7]=[CH:6][C:5]([F:8])=[CH:4][C:3]=1[CH:9]1[CH2:13][CH2:12][CH2:11][N:10]1[C:14]1[CH:19]=[CH:18][N:17]2[N:20]=[CH:21][C:22]([CH:23]=[O:24])=[C:16]2[N:15]=1.[N+:25]([CH2:27]S(C1C=CC(C)=CC=1)(=O)=O)#[C-:26].C([O-])([O-])=O.[K+].[K+]. Product: [F:1][C:2]1[CH:7]=[CH:6][C:5]([F:8])=[CH:4][C:3]=1[CH:9]1[CH2:13][CH2:12][CH2:11][N:10]1[C:14]1[CH:19]=[CH:18][N:17]2[N:20]=[CH:21][C:22]([C:23]3[O:24][CH:27]=[N:25][CH:26]=3)=[C:16]2[N:15]=1. The catalyst class is: 5. (3) Reactant: [Cl:1][C:2]1[N:7]=[C:6]([C:8]2[CH:9]=[C:10]([CH:15]=[CH:16][CH:17]=2)[CH2:11][NH:12][CH2:13][CH3:14])[CH:5]=[CH:4][N:3]=1.[C:18](O[C:18]([O:20][C:21]([CH3:24])([CH3:23])[CH3:22])=[O:19])([O:20][C:21]([CH3:24])([CH3:23])[CH3:22])=[O:19].C(N(C(C)C)CC)(C)C. Product: [C:21]([O:20][C:18](=[O:19])[N:12]([CH2:11][C:10]1[CH:15]=[CH:16][CH:17]=[C:8]([C:6]2[CH:5]=[CH:4][N:3]=[C:2]([Cl:1])[N:7]=2)[CH:9]=1)[CH2:13][CH3:14])([CH3:24])([CH3:23])[CH3:22]. The catalyst class is: 2. (4) Reactant: [CH3:1][C:2](=[CH2:5])[CH2:3][NH2:4].[CH3:6][C:7]1[CH:12]=[CH:11][N:10]=[C:9]([CH:13]=[CH:14][C:15]2[C:23]3[C:18](=[CH:19][C:20]([NH:24][C:25]4[CH:33]=[CH:32][CH:31]=[CH:30][C:26]=4[C:27](O)=[O:28])=[CH:21][CH:22]=3)[N:17]([CH:34]3[CH2:39][CH2:38][CH2:37][CH2:36][O:35]3)[N:16]=2)[CH:8]=1. Product: [CH3:5][C:2](=[CH2:1])[CH2:3][NH:4][C:27](=[O:28])[C:26]1[CH:30]=[CH:31][CH:32]=[CH:33][C:25]=1[NH:24][C:20]1[CH:19]=[C:18]2[C:23]([C:15]([CH:14]=[CH:13][C:9]3[CH:8]=[C:7]([CH3:6])[CH:12]=[CH:11][N:10]=3)=[N:16][N:17]2[CH:34]2[CH2:39][CH2:38][CH2:37][CH2:36][O:35]2)=[CH:22][CH:21]=1. The catalyst class is: 237. (5) Reactant: [Cl:1][C:2]1[CH:7]=[CH:6][CH:5]=[CH:4][N+:3]=1[O-:8].S(=O)(=O)(O)O.[N+:14]([O-])([OH:16])=[O:15].[OH-].[Na+]. Product: [Cl:1][C:2]1[CH:7]=[C:6]([N+:14]([O-:16])=[O:15])[CH:5]=[CH:4][N+:3]=1[O-:8]. The catalyst class is: 84. (6) Reactant: C(N(CC)CC)C.[CH3:8][S:9](Cl)(=[O:11])=[O:10].[Cl:13][C:14]1[CH:19]=[CH:18][C:17]([C:20]2[CH:21]=[CH:22][C:23]([C:26]#[C:27][C:28]3[CH:29]=[C:30]4[C:35](=[CH:36][CH:37]=3)[NH:34][CH:33]([CH2:38][N:39]3[CH2:43][CH2:42][CH2:41][CH2:40]3)[CH2:32][CH2:31]4)=[N:24][CH:25]=2)=[CH:16][CH:15]=1. Product: [Cl:13][C:14]1[CH:19]=[CH:18][C:17]([C:20]2[CH:21]=[CH:22][C:23]([C:26]#[C:27][C:28]3[CH:29]=[C:30]4[C:35](=[CH:36][CH:37]=3)[N:34]([S:9]([CH3:8])(=[O:11])=[O:10])[CH:33]([CH2:38][N:39]3[CH2:40][CH2:41][CH2:42][CH2:43]3)[CH2:32][CH2:31]4)=[N:24][CH:25]=2)=[CH:16][CH:15]=1. The catalyst class is: 2. (7) Reactant: [CH3:1][CH:2]([C@H:4]([CH2:20][C@H:21]([NH2:39])[C@@H:22]([OH:38])[CH2:23][C@H:24]([C:28]([NH:30][CH2:31][C:32]([C:35]([NH2:37])=[O:36])([CH3:34])[CH3:33])=[O:29])[CH:25]([CH3:27])[CH3:26])[CH2:5][C:6]1[CH:7]=[CH:8][C:9]([O:18][CH3:19])=[C:10]([O:12][CH2:13][CH2:14][CH2:15][O:16][CH3:17])[CH:11]=1)[CH3:3].C=O.O.Cl[CH2:44]Cl. Product: [NH2:37][C:35](=[O:36])[C:32]([CH3:33])([CH3:34])[CH2:31][NH:30][C:28]([C@H:24]([CH:25]([CH3:26])[CH3:27])[CH2:23][C@@H:22]1[O:38][CH2:44][NH:39][C@H:21]1[CH2:20][C@H:4]([CH2:5][C:6]1[CH:7]=[CH:8][C:9]([O:18][CH3:19])=[C:10]([O:12][CH2:13][CH2:14][CH2:15][O:16][CH3:17])[CH:11]=1)[CH:2]([CH3:1])[CH3:3])=[O:29]. The catalyst class is: 1. (8) Reactant: [Na].C(O)C.[CH3:5][C:6]1([CH3:22])[O:10][CH:9]([CH2:11][O:12][C:13]2[CH:18]=[CH:17][C:16]([C:19](=[O:21])[CH3:20])=[CH:15][CH:14]=2)[CH2:8][O:7]1.[C:23](OCC)(=[O:29])[C:24]([O:26][CH2:27][CH3:28])=[O:25]. Product: [CH3:5][C:6]1([CH3:22])[O:10][CH:9]([CH2:11][O:12][C:13]2[CH:18]=[CH:17][C:16]([C:19](=[O:21])[CH2:20][C:23](=[O:29])[C:24]([O:26][CH2:27][CH3:28])=[O:25])=[CH:15][CH:14]=2)[CH2:8][O:7]1. The catalyst class is: 25. (9) Reactant: Cl[CH2:2][C:3]1[CH:4]=[C:5]([O:12][CH3:13])[C:6]2[O:10][CH2:9][O:8][C:7]=2[CH:11]=1.[C-:14]#[N:15].[Na+].O. The catalyst class is: 16. Product: [CH3:13][O:12][C:5]1[C:6]2[O:10][CH2:9][O:8][C:7]=2[CH:11]=[C:3]([CH2:2][C:14]#[N:15])[CH:4]=1. (10) Reactant: [CH3:1][N:2]1[C:7](=[O:8])[CH2:6][O:5][C:4]2[CH:9]=[CH:10][C:11]([C:13]([O:15]C)=[O:14])=[CH:12][C:3]1=2.O.[OH-].[Li+].C1COCC1.Cl. Product: [CH3:1][N:2]1[C:7](=[O:8])[CH2:6][O:5][C:4]2[CH:9]=[CH:10][C:11]([C:13]([OH:15])=[O:14])=[CH:12][C:3]1=2. The catalyst class is: 6.